From a dataset of Merck oncology drug combination screen with 23,052 pairs across 39 cell lines. Regression. Given two drug SMILES strings and cell line genomic features, predict the synergy score measuring deviation from expected non-interaction effect. (1) Synergy scores: synergy=0.336. Cell line: SKMEL30. Drug 2: CCc1cnn2c(NCc3ccc[n+]([O-])c3)cc(N3CCCCC3CCO)nc12. Drug 1: Cc1nc(Nc2ncc(C(=O)Nc3c(C)cccc3Cl)s2)cc(N2CCN(CCO)CC2)n1. (2) Drug 1: CC1CC2C3CCC4=CC(=O)C=CC4(C)C3(F)C(O)CC2(C)C1(O)C(=O)CO. Drug 2: COC1=C2CC(C)CC(OC)C(O)C(C)C=C(C)C(OC(N)=O)C(OC)C=CC=C(C)C(=O)NC(=CC1=O)C2=O. Cell line: UACC62. Synergy scores: synergy=-1.40.